This data is from Full USPTO retrosynthesis dataset with 1.9M reactions from patents (1976-2016). The task is: Predict the reactants needed to synthesize the given product. (1) Given the product [CH2:25]=[C:24]([C:20]1[CH:19]=[C:18]([C:15]([NH:12][C:13](=[O:14])[O:9][C@@H:3]2[CH:4]3[CH2:7][CH2:8][N:1]([CH2:6][CH2:5]3)[CH2:2]2)([CH3:17])[CH3:16])[CH:23]=[CH:22][CH:21]=1)[CH3:26], predict the reactants needed to synthesize it. The reactants are: [N:1]12[CH2:8][CH2:7][CH:4]([CH2:5][CH2:6]1)[C@@H:3]([OH:9])[CH2:2]2.[H-].[Na+].[N:12]([C:15]([C:18]1[CH:23]=[CH:22][CH:21]=[C:20]([C:24]([CH3:26])=[CH2:25])[CH:19]=1)([CH3:17])[CH3:16])=[C:13]=[O:14]. (2) Given the product [Cl:1][C:2]1[CH:13]=[CH:12][C:5]([C:6](=[O:7])[CH2:15][CH:16]([CH3:18])[CH3:17])=[C:4]([F:14])[CH:3]=1, predict the reactants needed to synthesize it. The reactants are: [Cl:1][C:2]1[CH:13]=[CH:12][C:5]([C:6](N(C)OC)=[O:7])=[C:4]([F:14])[CH:3]=1.[CH2:15]([Mg]Br)[CH:16]([CH3:18])[CH3:17]. (3) Given the product [Br:1][C:2]1[O:6][C:5]([C:7]([O:9][CH3:10])=[O:8])=[CH:4][CH:3]=1, predict the reactants needed to synthesize it. The reactants are: [Br:1][C:2]1[O:6][C:5]([C:7]([OH:9])=[O:8])=[CH:4][CH:3]=1.[C:10](Cl)(=O)C(Cl)=O.CN(C)C=O.CO. (4) Given the product [C:14]([O:13][C:11]([NH:10][C@@H:9]([CH2:18][N:28]1[CH2:33][CH2:32][O:31][CH2:30][CH2:29]1)[C:8]([O:7][CH3:6])=[O:20])=[O:12])([CH3:17])([CH3:16])[CH3:15], predict the reactants needed to synthesize it. The reactants are: CS(Cl)(=O)=O.[CH3:6][O:7][C:8](=[O:20])[C@H:9]([CH2:18]O)[NH:10][C:11]([O:13][C:14]([CH3:17])([CH3:16])[CH3:15])=[O:12].C(N(CC)CC)C.[NH:28]1[CH2:33][CH2:32][O:31][CH2:30][CH2:29]1. (5) Given the product [CH2:30]([NH:32][C:27]([C:3]1[C:2]([F:1])=[CH:26][C:6]2[N:7]([CH3:25])[C:8]([NH:10][C:11]3[S:12][C:13]4[CH:19]=[C:18]([O:20][C:21]([F:23])([F:24])[F:22])[CH:17]=[CH:16][C:14]=4[N:15]=3)=[N:9][C:5]=2[CH:4]=1)=[O:28])[CH3:31], predict the reactants needed to synthesize it. The reactants are: [F:1][C:2]1[C:3]([C:27](O)=[O:28])=[CH:4][C:5]2[N:9]=[C:8]([NH:10][C:11]3[S:12][C:13]4[CH:19]=[C:18]([O:20][C:21]([F:24])([F:23])[F:22])[CH:17]=[CH:16][C:14]=4[N:15]=3)[N:7]([CH3:25])[C:6]=2[CH:26]=1.[CH2:30]([NH2:32])[CH3:31].CN(C(ON1N=NC2C=CC=CC1=2)=[N+](C)C)C.F[P-](F)(F)(F)(F)F.CCN(C(C)C)C(C)C. (6) Given the product [NH2:1][C:2]1[N:10]=[C:9]2[C:5]([N:6]([CH3:23])[C:7](=[O:22])[N:8]2[CH2:11][C:12]2[CH:17]=[CH:16][C:15]([O:18][CH3:19])=[C:14]([O:20][CH3:21])[CH:13]=2)=[C:4]([NH:24][NH:25][C:41]([C:42]2[O:35][CH:50]=[CH:49][CH:48]=2)=[O:40])[N:3]=1, predict the reactants needed to synthesize it. The reactants are: [NH2:1][C:2]1[N:10]=[C:9]2[C:5]([N:6]([CH3:23])[C:7](=[O:22])[N:8]2[CH2:11][C:12]2[CH:17]=[CH:16][C:15]([O:18][CH3:19])=[C:14]([O:20][CH3:21])[CH:13]=2)=[C:4]([NH:24][NH2:25])[N:3]=1.C1C=CC2N([OH:35])N=NC=2C=1.CN1[CH2:42][CH2:41][O:40]CC1.CCN=C=N[CH2:48][CH2:49][CH2:50]N(C)C.Cl.